Dataset: Full USPTO retrosynthesis dataset with 1.9M reactions from patents (1976-2016). Task: Predict the reactants needed to synthesize the given product. (1) Given the product [CH3:1][O:2][C:3]1[CH:19]=[CH:18][C:6]2[N:7]3[CH:12]=[C:11]([CH2:13][OH:14])[N:10]=[C:8]3[S:9][C:5]=2[CH:4]=1, predict the reactants needed to synthesize it. The reactants are: [CH3:1][O:2][C:3]1[CH:19]=[CH:18][C:6]2[N:7]3[CH:12]=[C:11]([C:13](OCC)=[O:14])[N:10]=[C:8]3[S:9][C:5]=2[CH:4]=1.[H-].[H-].[H-].[H-].[Li+].[Al+3]. (2) Given the product [CH3:21][S:22]([O:1][CH2:2][C@@H:3]1[CH2:8][N:7]2[CH2:9][CH2:10][CH2:11][C@H:6]2[C:5](=[O:12])[N:4]1[CH3:13])(=[O:24])=[O:23], predict the reactants needed to synthesize it. The reactants are: [OH:1][CH2:2][C@@H:3]1[CH2:8][N:7]2[CH2:9][CH2:10][CH2:11][C@H:6]2[C:5](=[O:12])[N:4]1[CH3:13].C(N(CC)CC)C.[CH3:21][S:22](Cl)(=[O:24])=[O:23]. (3) Given the product [C:18]([OH:22])(=[O:30])/[CH:17]=[CH:37]/[C:36]([OH:39])=[O:38].[N:24]1[C:29]2[O:30][CH2:31][CH2:32][O:33][C:28]=2[CH:27]=[C:26]([CH2:34][NH:2][CH:3]2[CH2:8][CH2:7][N:6]([CH2:9][CH2:10][C:11]3[C:12]([F:23])=[CH:13][CH:14]=[C:15]4[C:20]=3[N:19]([CH3:21])[C:18](=[O:22])[CH:17]=[CH:16]4)[CH2:5][CH2:4]2)[N:25]=1, predict the reactants needed to synthesize it. The reactants are: Cl.[NH2:2][CH:3]1[CH2:8][CH2:7][N:6]([CH2:9][CH2:10][C:11]2[C:12]([F:23])=[CH:13][CH:14]=[C:15]3[C:20]=2[N:19]([CH3:21])[C:18](=[O:22])[CH:17]=[CH:16]3)[CH2:5][CH2:4]1.[N:24]1[C:29]2[O:30][CH2:31][CH2:32][O:33][C:28]=2[CH:27]=[C:26]([CH:34]=O)[N:25]=1.[C:36]([O-:39])(=[O:38])[CH3:37].[Na+]. (4) The reactants are: [CH:1]1([CH2:4][C@@H:5]2[O:13][CH2:12][C@:8]3([C:14]4[CH:19]=[CH:18][C:17]([F:20])=[CH:16][C:15]=4[F:21])[NH:9][O:10][CH2:11][C@@H:7]3[CH2:6]2)[CH2:3][CH2:2]1.N[C@@]1(C2C=CC(F)=CC=2F)CO[C@@H](COCC2C=CC=CC=2)C[C@H]1CO. Given the product [NH2:9][C@@:8]1([C:14]2[CH:19]=[CH:18][C:17]([F:20])=[CH:16][C:15]=2[F:21])[CH2:12][O:13][C@@H:5]([CH2:4][CH:1]2[CH2:2][CH2:3]2)[CH2:6][C@H:7]1[CH2:11][OH:10], predict the reactants needed to synthesize it.